Dataset: NCI-60 drug combinations with 297,098 pairs across 59 cell lines. Task: Regression. Given two drug SMILES strings and cell line genomic features, predict the synergy score measuring deviation from expected non-interaction effect. (1) Drug 1: CN1CCC(CC1)COC2=C(C=C3C(=C2)N=CN=C3NC4=C(C=C(C=C4)Br)F)OC. Drug 2: C1CCC(CC1)NC(=O)N(CCCl)N=O. Cell line: U251. Synergy scores: CSS=26.7, Synergy_ZIP=-5.12, Synergy_Bliss=1.66, Synergy_Loewe=1.22, Synergy_HSA=2.89. (2) Drug 1: C1=NC2=C(N=C(N=C2N1C3C(C(C(O3)CO)O)O)F)N. Drug 2: C1CCC(C(C1)N)N.C(=O)(C(=O)[O-])[O-].[Pt+4]. Cell line: RPMI-8226. Synergy scores: CSS=43.4, Synergy_ZIP=2.65, Synergy_Bliss=1.42, Synergy_Loewe=-21.9, Synergy_HSA=2.50. (3) Drug 1: C1CC(=O)NC(=O)C1N2CC3=C(C2=O)C=CC=C3N. Drug 2: C1CN(P(=O)(OC1)NCCCl)CCCl. Cell line: BT-549. Synergy scores: CSS=7.14, Synergy_ZIP=3.59, Synergy_Bliss=1.94, Synergy_Loewe=0.779, Synergy_HSA=1.65. (4) Drug 1: CC12CCC(CC1=CCC3C2CCC4(C3CC=C4C5=CN=CC=C5)C)O. Synergy scores: CSS=29.8, Synergy_ZIP=5.26, Synergy_Bliss=7.58, Synergy_Loewe=-17.5, Synergy_HSA=7.14. Drug 2: CCC1(CC2CC(C3=C(CCN(C2)C1)C4=CC=CC=C4N3)(C5=C(C=C6C(=C5)C78CCN9C7C(C=CC9)(C(C(C8N6C=O)(C(=O)OC)O)OC(=O)C)CC)OC)C(=O)OC)O.OS(=O)(=O)O. Cell line: SNB-19. (5) Drug 1: CNC(=O)C1=CC=CC=C1SC2=CC3=C(C=C2)C(=NN3)C=CC4=CC=CC=N4. Drug 2: CC1=C2C(C(=O)C3(C(CC4C(C3C(C(C2(C)C)(CC1OC(=O)C(C(C5=CC=CC=C5)NC(=O)OC(C)(C)C)O)O)OC(=O)C6=CC=CC=C6)(CO4)OC(=O)C)OC)C)OC. Cell line: 786-0. Synergy scores: CSS=62.9, Synergy_ZIP=9.15, Synergy_Bliss=7.28, Synergy_Loewe=-18.1, Synergy_HSA=7.12. (6) Drug 1: CC1C(C(CC(O1)OC2CC(CC3=C2C(=C4C(=C3O)C(=O)C5=C(C4=O)C(=CC=C5)OC)O)(C(=O)C)O)N)O.Cl. Drug 2: CC1C(C(=O)NC(C(=O)N2CCCC2C(=O)N(CC(=O)N(C(C(=O)O1)C(C)C)C)C)C(C)C)NC(=O)C3=C4C(=C(C=C3)C)OC5=C(C(=O)C(=C(C5=N4)C(=O)NC6C(OC(=O)C(N(C(=O)CN(C(=O)C7CCCN7C(=O)C(NC6=O)C(C)C)C)C)C(C)C)C)N)C. Cell line: NCI-H460. Synergy scores: CSS=25.2, Synergy_ZIP=5.61, Synergy_Bliss=7.12, Synergy_Loewe=1.70, Synergy_HSA=6.19.